Dataset: Full USPTO retrosynthesis dataset with 1.9M reactions from patents (1976-2016). Task: Predict the reactants needed to synthesize the given product. (1) Given the product [Br:1][C:2]1[CH:3]=[N:4][C:5]2[N:6]([N:8]=[C:9]([C:11]([N:16]3[CH2:17][CH2:18][C:19]4[C:24](=[C:23]([C:25]5[CH:26]=[N:27][N:28]([CH3:30])[CH:29]=5)[CH:22]=[CH:21][CH:20]=4)[CH:15]3[CH3:14])=[O:13])[CH:10]=2)[CH:7]=1, predict the reactants needed to synthesize it. The reactants are: [Br:1][C:2]1[CH:3]=[N:4][C:5]2[N:6]([N:8]=[C:9]([C:11]([OH:13])=O)[CH:10]=2)[CH:7]=1.[CH3:14][CH:15]1[C:24]2[C:19](=[CH:20][CH:21]=[CH:22][C:23]=2[C:25]2[CH:26]=[N:27][N:28]([CH3:30])[CH:29]=2)[CH2:18][CH2:17][NH:16]1. (2) Given the product [OH:10][NH:9][C:7](=[NH:8])[C:6]1[CH:11]=[C:12]([CH3:14])[N:13]=[C:4]([N:3]([CH:1]([CH3:16])[CH3:2])[CH3:15])[CH:5]=1, predict the reactants needed to synthesize it. The reactants are: [CH2:1]([N:3]([CH3:15])[C:4]1[CH:5]=[C:6]([CH:11]=[C:12]([CH3:14])[N:13]=1)[C:7]([NH:9][OH:10])=[NH:8])[CH3:2].[CH:16](N(C)C1C=C(C=C(C)N=1)C(O)=O)(C)C. (3) Given the product [Cl:1][C:2]1[CH:7]=[C:6]([OH:8])[CH:5]=[CH:4][C:3]=1[CH2:10][C:11]([NH:16][CH3:17])=[O:13], predict the reactants needed to synthesize it. The reactants are: [Cl:1][C:2]1[CH:7]=[C:6]([O:8]C)[CH:5]=[CH:4][C:3]=1[CH2:10][C:11]([OH:13])=O.CN.[N:16]1(C(C2SC3C(=NC=CC=3OC3C=CC(CC(NC4C=NC(N5CCOCC5)=CC=4)=O)=CC=3)C=2)=O)CC[CH2:17]1.COC.C1(O)C=CC=CC=1. (4) Given the product [CH2:1]([O:3][C:4](=[O:22])[CH2:5][C:6]1[N:7]([CH3:21])[C:8]2[C:13]([C:14]=1[S:15][C:16]([CH3:17])([CH3:18])[CH3:19])=[CH:12][C:11]([O:20][CH2:24][C:25]1[CH:30]=[CH:29][C:28]([CH3:31])=[CH:27][N:26]=1)=[CH:10][CH:9]=2)[CH3:2], predict the reactants needed to synthesize it. The reactants are: [CH2:1]([O:3][C:4](=[O:22])[CH2:5][C:6]1[N:7]([CH3:21])[C:8]2[C:13]([C:14]=1[S:15][C:16]([CH3:19])([CH3:18])[CH3:17])=[CH:12][C:11]([OH:20])=[CH:10][CH:9]=2)[CH3:2].Cl[CH2:24][C:25]1[CH:30]=[CH:29][C:28]([CH3:31])=[CH:27][N:26]=1.